From a dataset of Full USPTO retrosynthesis dataset with 1.9M reactions from patents (1976-2016). Predict the reactants needed to synthesize the given product. (1) Given the product [CH2:18]([O:12][C:11]([C:6]1[C:5]2[C:9](=[CH:10][C:2]([OH:1])=[CH:3][CH:4]=2)[NH:8][N:7]=1)=[O:13])[CH3:19], predict the reactants needed to synthesize it. The reactants are: [OH:1][C:2]1[CH:10]=[C:9]2[C:5]([C:6]([C:11]([OH:13])=[O:12])=[N:7][NH:8]2)=[CH:4][CH:3]=1.S(Cl)(Cl)=O.[CH2:18](O)[CH3:19]. (2) Given the product [CH:21]1([C:7]2([CH2:8][CH2:9][C:10]#[C:11][C:12]3[CH:17]=[CH:16][CH:15]=[CH:14][C:13]=3[S:18][CH3:19])[O:27][C:3](=[O:2])[CH2:4][C:5](=[O:26])[CH2:6]2)[CH2:22][CH2:23][CH2:24][CH2:25]1, predict the reactants needed to synthesize it. The reactants are: C[O:2][C:3](=[O:27])[CH2:4][C:5](=[O:26])[CH2:6][C:7]([CH:21]1[CH2:25][CH2:24][CH2:23][CH2:22]1)(O)[CH2:8][CH2:9][C:10]#[C:11][C:12]1[CH:17]=[CH:16][CH:15]=[CH:14][C:13]=1[S:18][CH3:19].COC(=O)CC(=O)CC(C1CCCC1)(O)CCC#CC1C=C(C)C(O)=CC=1C. (3) Given the product [F:20][C:8]1([F:7])[CH2:13][CH2:12][C@@:11]([C:14]2[N:18]([CH3:19])[N:17]=[CH:16][CH:15]=2)([OH:6])[C@H:10]([OH:22])[CH2:9]1, predict the reactants needed to synthesize it. The reactants are: CS(N)(=O)=O.[OH2:6].[F:7][C:8]1([F:20])[CH2:13][CH2:12][C:11]([C:14]2[N:18]([CH3:19])[N:17]=[CH:16][CH:15]=2)=[CH:10][CH2:9]1.S([O-])([O-])=[O:22].[Na+].[Na+]. (4) Given the product [F:31][C:2]([F:1])([F:32])[C:3]1[CH:4]=[C:5]([CH:28]=[CH:29][CH:30]=1)[O:6][C:7]1[CH:8]=[C:9]([C:13]2[S:17][C:16]([NH:18][C:19]3[CH:20]=[C:21]([C:22]([N:33]4[CH2:34][CH2:35][CH:36]([C:37]([O:39][CH2:40][CH3:41])=[O:38])[CH2:42][CH2:43]4)=[O:23])[CH:25]=[CH:26][CH:27]=3)=[N:15][N:14]=2)[CH:10]=[CH:11][CH:12]=1, predict the reactants needed to synthesize it. The reactants are: [F:1][C:2]([F:32])([F:31])[C:3]1[CH:4]=[C:5]([CH:28]=[CH:29][CH:30]=1)[O:6][C:7]1[CH:8]=[C:9]([C:13]2[S:17][C:16]([NH:18][C:19]3[CH:20]=[C:21]([CH:25]=[CH:26][CH:27]=3)[C:22](O)=[O:23])=[N:15][N:14]=2)[CH:10]=[CH:11][CH:12]=1.[NH:33]1[CH2:43][CH2:42][CH:36]([C:37]([O:39][CH2:40][CH3:41])=[O:38])[CH2:35][CH2:34]1.CCN=C=NCCCN(C)C.Cl.C1C=CC2N(O)N=NC=2C=1.CCN(C(C)C)C(C)C. (5) Given the product [CH2:17]([O:16][C:8]1[C:9]2[S:15][CH:14]=[CH:13][C:10]=2[C:11]2[CH:12]=[C:3]([O:2][CH2:1][CH2:45][CH2:46][CH2:47][CH2:48][CH2:22][CH2:23][CH2:24][CH2:25][CH2:26][CH2:21][CH3:31])[C:4]3[S:20][CH:19]=[CH:18][C:5]=3[C:6]=2[CH:7]=1)[CH2:43][CH2:42][CH2:41][CH2:40][CH2:39][CH2:38][CH2:37][CH2:36][CH2:35][CH2:34][CH3:33], predict the reactants needed to synthesize it. The reactants are: [CH3:1][O:2][C:3]1[C:4]2[S:20][CH:19]=[CH:18][C:5]=2[C:6]2[CH:7]=[C:8]([O:16][CH3:17])[C:9]3[S:15][CH:14]=[CH:13][C:10]=3[C:11]=2[CH:12]=1.[C:21]1([CH3:31])[CH:26]=[CH:25][C:24](S(O)(=O)=O)=[CH:23][CH:22]=1.C(O)[CH2:33][CH2:34][CH2:35][CH2:36][CH2:37][CH2:38][CH2:39][CH2:40][CH2:41][CH2:42][CH3:43].[CH3:45][CH2:46][CH2:47][CH2:48]CC. (6) The reactants are: [CH2:1]=O.[CH3:3][NH:4][CH3:5].S(=O)(=O)(O)O.[Cl:11][C:12]1[CH:13]=[C:14]2[C:18](=[CH:19][C:20]=1[Cl:21])[NH:17][CH:16]=[CH:15]2.[Cl-].[Na+]. Given the product [CH3:3][N:4]([CH2:1][C:15]1[C:14]2[C:18](=[CH:19][C:20]([Cl:21])=[C:12]([Cl:11])[CH:13]=2)[NH:17][CH:16]=1)[CH3:5], predict the reactants needed to synthesize it. (7) Given the product [CH:83]1([N:50]([CH2:49][CH2:48][OH:47])[C:51]([C:53]2[C:58]([O:59][CH2:60][C:61]3[CH:62]=[CH:63][CH:64]=[CH:65][CH:66]=3)=[C:57]([OH:67])[N:56]=[C:55]([CH2:68][C:69]3([N:74]4[C:78]5=[N:79][CH:80]=[CH:81][CH:82]=[C:77]5[CH:76]=[CH:75]4)[CH2:73][CH2:72][CH2:71][CH2:70]3)[N:54]=2)=[O:52])[CH2:86][CH2:85][CH2:84]1, predict the reactants needed to synthesize it. The reactants are: C1(N(CCO)C(C2C(OCC3C=CC=CC=3)=C(O)N=C(CC3(N4C5=NC=CC=C5C=C4)CCCC3)N=2)=O)CC1.[Si]([O:47][CH2:48][CH2:49][N:50]([CH:83]1[CH2:86][CH2:85][CH2:84]1)[C:51]([C:53]1[C:58]([O:59][CH2:60][C:61]2[CH:66]=[CH:65][CH:64]=[CH:63][CH:62]=2)=[C:57]([OH:67])[N:56]=[C:55]([CH2:68][C:69]2([N:74]3[C:78]4=[N:79][CH:80]=[CH:81][CH:82]=[C:77]4[CH:76]=[CH:75]3)[CH2:73][CH2:72][CH2:71][CH2:70]2)[N:54]=1)=[O:52])(C(C)(C)C)(C)C.